From a dataset of Peptide-MHC class I binding affinity with 185,985 pairs from IEDB/IMGT. Regression. Given a peptide amino acid sequence and an MHC pseudo amino acid sequence, predict their binding affinity value. This is MHC class I binding data. (1) The peptide sequence is SFFQEIPVFL. The MHC is HLA-A11:01 with pseudo-sequence HLA-A11:01. The binding affinity (normalized) is 0. (2) The peptide sequence is FVNRYGVAY. The MHC is HLA-A69:01 with pseudo-sequence HLA-A69:01. The binding affinity (normalized) is 0.0847. (3) The peptide sequence is ILNHKFCNL. The MHC is HLA-A03:01 with pseudo-sequence HLA-A03:01. The binding affinity (normalized) is 0.0847. (4) The peptide sequence is KVRGRLLAL. The MHC is HLA-B46:01 with pseudo-sequence HLA-B46:01. The binding affinity (normalized) is 0.265. (5) The peptide sequence is NEFNKACEL. The MHC is Mamu-A11 with pseudo-sequence Mamu-A11. The binding affinity (normalized) is 0.694.